Predict the reactants needed to synthesize the given product. From a dataset of Full USPTO retrosynthesis dataset with 1.9M reactions from patents (1976-2016). (1) The reactants are: Cl[C:2]1[C:7]([N+:8]([O-:10])=[O:9])=[CH:6][CH:5]=[CH:4][N:3]=1.[NH2:11][C:12]1[CH:13]=[C:14]([CH:19]=[C:20]([NH2:22])[CH:21]=1)[C:15]([O:17][CH3:18])=[O:16].C(=O)([O-])[O-].[K+].[K+]. Given the product [NH2:11][C:12]1[CH:21]=[C:20]([NH:22][C:2]2[C:7]([N+:8]([O-:10])=[O:9])=[CH:6][CH:5]=[CH:4][N:3]=2)[CH:19]=[C:14]([C:15]([O:17][CH3:18])=[O:16])[CH:13]=1, predict the reactants needed to synthesize it. (2) Given the product [CH2:2]([O:3][C:4]([C:6]1[NH:7][C:8]2[C:13]([CH:14]=1)=[CH:12][C:11]([Cl:15])=[CH:10][C:9]=2[CH2:16][N:29]1[CH2:30][CH2:31][N:26]([CH3:25])[CH2:27][CH2:28]1)=[O:5])[CH3:1], predict the reactants needed to synthesize it. The reactants are: [CH3:1][CH2:2][O:3][C:4]([C:6]1[N:7](C(OC(C)(C)C)=O)[C:8]2[C:13]([CH:14]=1)=[CH:12][C:11]([Cl:15])=[CH:10][C:9]=2[CH2:16]Br)=[O:5].[CH3:25][N:26]1[CH2:31][CH2:30][NH:29][CH2:28][CH2:27]1. (3) Given the product [CH2:21]([O:20][C:18]([C@H:17]1[C@H:8]([C:9]2[CH:10]=[CH:11][CH:12]=[CH:13][CH:14]=2)[C@H:7]1[CH:1]1[CH2:6][CH2:5][CH2:4][CH2:3][CH2:2]1)=[O:19])[CH3:22], predict the reactants needed to synthesize it. The reactants are: [CH:1]1(/[CH:7]=[CH:8]/[C:9]2[CH:14]=[CH:13][CH:12]=[CH:11][CH:10]=2)[CH2:6][CH2:5][CH2:4][CH2:3][CH2:2]1.[N+](=[CH:17][C:18]([O:20][CH2:21][CH3:22])=[O:19])=[N-].